This data is from Catalyst prediction with 721,799 reactions and 888 catalyst types from USPTO. The task is: Predict which catalyst facilitates the given reaction. (1) Reactant: [OH-].[K+].C([O:6][C:7]1[CH:8]=[C:9](/[CH:17]=[CH:18]/[C:19]2[CH:24]=[CH:23][C:22]([O:25]C(=O)C)=[CH:21][CH:20]=2)[CH:10]=[C:11]([O:13]C(=O)C)[CH:12]=1)(=O)C. Product: [C:9]1(/[CH:17]=[CH:18]/[C:19]2[CH:24]=[CH:23][C:22]([OH:25])=[CH:21][CH:20]=2)[CH:10]=[C:11]([OH:13])[CH:12]=[C:7]([OH:6])[CH:8]=1. The catalyst class is: 5. (2) Reactant: [F:1][C:2]1[CH:7]=[CH:6][C:5]([C:8](=O)[CH2:9][C:10]([O:12]CC)=O)=[CH:4][CH:3]=1.CC1C=CC(S(O)(=O)=O)=CC=1.[N:27]1[CH:32]=[CH:31][CH:30]=[CH:29][C:28]=1[C:33]1[C:34]([NH2:39])=[N:35][NH:36][C:37]=1[NH2:38]. Product: [NH2:39][C:34]1[C:33]([C:28]2[CH:29]=[CH:30][CH:31]=[CH:32][N:27]=2)=[C:37]2[NH:38][C:8]([C:5]3[CH:4]=[CH:3][C:2]([F:1])=[CH:7][CH:6]=3)=[CH:9][C:10](=[O:12])[N:36]2[N:35]=1. The catalyst class is: 114. (3) Reactant: C(O[C:6]([N:8](C)[CH2:9][CH2:10][C@H:11]([N:18]1[C:26]2[C:21](=[CH:22][CH:23]=[CH:24][CH:25]=2)[C:20]2([CH2:31][CH2:30][CH2:29][CH2:28][CH2:27]2)[C:19]1=[O:32])[C:12]1[CH:17]=[CH:16][CH:15]=[CH:14][CH:13]=1)=O)(C)(C)C.Cl.C(OCC)(=O)C. Product: [CH3:6][NH:8][CH2:9][CH2:10][C@H:11]([N:18]1[C:26]2[C:21](=[CH:22][CH:23]=[CH:24][CH:25]=2)[C:20]2([CH2:27][CH2:28][CH2:29][CH2:30][CH2:31]2)[C:19]1=[O:32])[C:12]1[CH:13]=[CH:14][CH:15]=[CH:16][CH:17]=1. The catalyst class is: 8. (4) Reactant: [OH-].[Na+].C[O:4][C:5](=[O:41])[CH2:6][C:7]1[CH:12]=[CH:11][C:10]([C:13]2[CH:18]=[CH:17][C:16]([C:19]([CH2:37][CH3:38])([C:22]3[CH:27]=[CH:26][C:25]([O:28][CH2:29][CH:30]([OH:35])[C:31]([CH3:34])([CH3:33])[CH3:32])=[C:24]([CH3:36])[CH:23]=3)[CH2:20][CH3:21])=[CH:15][C:14]=2[CH3:39])=[CH:9][C:8]=1[F:40].[Cl-].[NH4+]. Product: [CH2:20]([C:19]([C:16]1[CH:17]=[CH:18][C:13]([C:10]2[CH:11]=[CH:12][C:7]([CH2:6][C:5]([OH:41])=[O:4])=[C:8]([F:40])[CH:9]=2)=[C:14]([CH3:39])[CH:15]=1)([C:22]1[CH:27]=[CH:26][C:25]([O:28][CH2:29][CH:30]([OH:35])[C:31]([CH3:33])([CH3:34])[CH3:32])=[C:24]([CH3:36])[CH:23]=1)[CH2:37][CH3:38])[CH3:21]. The catalyst class is: 5. (5) Reactant: C([Li])CCC.[CH3:6][C:7]1[O:8][CH:9]=[CH:10][CH:11]=1.[CH3:12][C:13]1([CH:18]=[O:19])[CH2:17][CH2:16][CH2:15][O:14]1.[Cl-].[NH4+]. Product: [CH3:6][C:7]1[O:8][C:9]([CH:18]([C:13]2([CH3:12])[CH2:17][CH2:16][CH2:15][O:14]2)[OH:19])=[CH:10][CH:11]=1. The catalyst class is: 392. (6) Reactant: C(N(CC)C(C)C)(C)C.CN(C(ON1N=NC2C=CC=NC1=2)=[N+](C)C)C.F[P-](F)(F)(F)(F)F.[C:34]([O:38][C:39](=[O:47])[C:40]1[CH:45]=[CH:44][C:43]([NH2:46])=[CH:42][CH:41]=1)([CH3:37])([CH3:36])[CH3:35].[Br:48][C:49]1[C:50]([C:56](O)=[O:57])=[N:51][CH:52]=[C:53]([F:55])[CH:54]=1. Product: [Br:48][C:49]1[C:50]([C:56]([NH:46][C:43]2[CH:42]=[CH:41][C:40]([C:39]([O:38][C:34]([CH3:37])([CH3:35])[CH3:36])=[O:47])=[CH:45][CH:44]=2)=[O:57])=[N:51][CH:52]=[C:53]([F:55])[CH:54]=1. The catalyst class is: 39. (7) Reactant: [Cl:1][C:2]1[C:7](=[O:8])[N:6]([CH3:9])[CH:5]=[C:4]([NH:10][CH:11]([C:31]2[CH:36]=[CH:35][C:34]([Cl:37])=[CH:33][CH:32]=2)[C:12]2[C:13]([CH3:30])=[N:14][N:15]([C:20]3[C:21]([O:28][CH3:29])=[N:22][C:23]([O:26][CH3:27])=[N:24][CH:25]=3)[C:16]=2[C:17](O)=[O:18])[CH:3]=1. Product: [Cl:1][C:2]1[C:7](=[O:8])[N:6]([CH3:9])[CH:5]=[C:4]([N:10]2[CH:11]([C:31]3[CH:36]=[CH:35][C:34]([Cl:37])=[CH:33][CH:32]=3)[C:12]3[C:13]([CH3:30])=[N:14][N:15]([C:20]4[C:21]([O:28][CH3:29])=[N:22][C:23]([O:26][CH3:27])=[N:24][CH:25]=4)[C:16]=3[C:17]2=[O:18])[CH:3]=1. The catalyst class is: 61. (8) Reactant: C([O:5][C:6]([C:8]1[CH:13]=[CH:12][C:11]([C:14]2[CH:23]=[C:22]3[C:17]([C:18]([OH:33])=[C:19]([C:26](=[O:32])[CH2:27][CH2:28][C:29]([OH:31])=[O:30])[C:20](=[O:25])[N:21]3[CH3:24])=[CH:16][CH:15]=2)=[CH:10][CH:9]=1)=[O:7])(C)(C)C.OC1C2C(=CC(C3C=CC(C(OC(C)(C)C)=O)=CC=3)=CC=2)N(C)C(=O)C=1C(=O)CCC=O.OOS([O-])=O.[K+].O. Product: [C:29]([CH2:28][CH2:27][C:26]([C:19]1[C:20](=[O:25])[N:21]([CH3:24])[C:22]2[C:17]([C:18]=1[OH:33])=[CH:16][CH:15]=[C:14]([C:11]1[CH:10]=[CH:9][C:8]([C:6]([OH:7])=[O:5])=[CH:13][CH:12]=1)[CH:23]=2)=[O:32])([OH:31])=[O:30]. The catalyst class is: 3.